Dataset: Reaction yield outcomes from USPTO patents with 853,638 reactions. Task: Predict the reaction yield, written as a fraction of the theoretical maximum amount of product (1.0 means a 100% yield; for example, 0.34 means a 34% yield). The reactants are [F:1][C:2]1([F:33])[O:6][C:5]2[CH:7]=[CH:8][C:9]([C:11]3([C:14]([NH:16][C:17]4[N:22]=[C:21]([C:23]5[CH:24]=[C:25]([CH:29]=[CH:30][CH:31]=5)[C:26](O)=[O:27])[C:20]([CH3:32])=[CH:19][CH:18]=4)=[O:15])[CH2:13][CH2:12]3)=[CH:10][C:4]=2[O:3]1.[CH3:34][S:35]([NH2:38])(=[O:37])=[O:36].C(N(CC)CC)C. The catalyst is ClCCl. The product is [F:33][C:2]1([F:1])[O:6][C:5]2[CH:7]=[CH:8][C:9]([C:11]3([C:14]([NH:16][C:17]4[N:22]=[C:21]([C:23]5[CH:24]=[C:25]([CH:29]=[CH:30][CH:31]=5)[C:26]([NH:38][S:35]([CH3:34])(=[O:37])=[O:36])=[O:27])[C:20]([CH3:32])=[CH:19][CH:18]=4)=[O:15])[CH2:13][CH2:12]3)=[CH:10][C:4]=2[O:3]1. The yield is 0.300.